From a dataset of Catalyst prediction with 721,799 reactions and 888 catalyst types from USPTO. Predict which catalyst facilitates the given reaction. (1) Reactant: [OH:1][C@H:2]1[C@:5]2([C:15]3[CH:20]=[CH:19][CH:18]=[CH:17][CH:16]=3)[C:6]3[CH:14]=[CH:13][CH:12]=[CH:11][C:7]=3[CH2:8][CH2:9][CH2:10][N:4]2[C:3]1=[O:21].[H-].[Na+].[CH3:24][O:25][C:26]1[CH:31]=[C:30]([O:32][CH3:33])[N:29]=[C:28](O[C@@H]([C@]2(C3C=CC=CC=3)C3C(=CC=CC=3)CCN2)C(O)=O)[N:27]=1. Product: [CH3:24][O:25][C:26]1[CH:31]=[C:30]([O:32][CH3:33])[N:29]=[C:28]([O:1][C@H:2]2[C@:5]3([C:15]4[CH:20]=[CH:19][CH:18]=[CH:17][CH:16]=4)[C:6]4[CH:14]=[CH:13][CH:12]=[CH:11][C:7]=4[CH2:8][CH2:9][CH2:10][N:4]3[C:3]2=[O:21])[N:27]=1. The catalyst class is: 1. (2) Reactant: [H-].[Na+].[I-].C[S+](C)(C)=O.[CH3:9][O:10][CH:11]1[CH2:16][CH2:15][C:14](=[O:17])[CH2:13][CH2:12]1.[CH3:18]CN(C(SCC)=O)C1CCCCC1. Product: [CH3:9][O:10][CH:11]1[CH2:16][CH2:15][C:14]2([O:17][CH2:18]2)[CH2:13][CH2:12]1. The catalyst class is: 58. (3) Reactant: [H-].[Na+].[NH:3]1[CH2:7][CH2:6][CH2:5][C:4]1=[O:8].[CH3:9][O:10][C:11]1[C:16]2[N:17]=[C:18]([NH:20][C:21](=[O:30])[C:22]3[CH:27]=[CH:26][C:25]([CH2:28]Cl)=[CH:24][CH:23]=3)[S:19][C:15]=2[C:14]([N:31]2[CH2:36][CH2:35][O:34][CH2:33][CH2:32]2)=[CH:13][CH:12]=1. The catalyst class is: 9. Product: [CH3:9][O:10][C:11]1[C:16]2[N:17]=[C:18]([NH:20][C:21](=[O:30])[C:22]3[CH:23]=[CH:24][C:25]([CH2:28][N:3]4[CH2:7][CH2:6][CH2:5][C:4]4=[O:8])=[CH:26][CH:27]=3)[S:19][C:15]=2[C:14]([N:31]2[CH2:32][CH2:33][O:34][CH2:35][CH2:36]2)=[CH:13][CH:12]=1.